From a dataset of Full USPTO retrosynthesis dataset with 1.9M reactions from patents (1976-2016). Predict the reactants needed to synthesize the given product. (1) The reactants are: O=[C:2]1[CH2:10][CH2:9][CH2:8][C:7]2[N:6]([CH2:11][O:12][CH2:13][CH2:14][Si:15]([CH3:18])([CH3:17])[CH3:16])[C:5]([C:19]([O:21][CH3:22])=[O:20])=[CH:4][C:3]1=2.[CH2:23]([Mg]Cl)[C:24]1[CH:29]=[CH:28][CH:27]=[CH:26][CH:25]=1. Given the product [CH:23](=[C:2]1/[C:3]2[CH:4]=[C:5]([C:19]([O:21][CH3:22])=[O:20])[N:6]([CH2:11][O:12][CH2:13][CH2:14][Si:15]([CH3:18])([CH3:17])[CH3:16])[C:7]=2[CH2:8][CH2:9][CH2:10]/1)\[C:24]1[CH:29]=[CH:28][CH:27]=[CH:26][CH:25]=1, predict the reactants needed to synthesize it. (2) The reactants are: [C:1]([C:7]1[C:15]2[C:10](=[N:11][CH:12]=[C:13]([NH:16][C:17]3[CH:30]=[CH:29][C:20]([CH:21]=[C:22]4[S:26][C:25](=[O:27])[NH:24][C:23]4=[O:28])=[CH:19][CH:18]=3)[N:14]=2)[N:9](COCC[Si](C)(C)C)[CH:8]=1)(=[O:6])[C:2]([CH3:5])([CH3:4])[CH3:3].C(O)(C(F)(F)F)=O. Given the product [C:1]([C:7]1[C:15]2[C:10](=[N:11][CH:12]=[C:13]([NH:16][C:17]3[CH:30]=[CH:29][C:20]([CH:21]=[C:22]4[S:26][C:25](=[O:27])[NH:24][C:23]4=[O:28])=[CH:19][CH:18]=3)[N:14]=2)[NH:9][CH:8]=1)(=[O:6])[C:2]([CH3:5])([CH3:4])[CH3:3], predict the reactants needed to synthesize it. (3) Given the product [CH3:12][C:11]1[N:6]2[N:5]=[CH:4][C:3]([C:1]#[C:2][C:24]3[CH:25]=[C:26]([S:30]([NH2:33])(=[O:32])=[O:31])[CH:27]=[CH:28][CH:29]=3)=[C:7]2[N:8]=[C:9]([C:13]2[CH:18]=[CH:17][C:16]([C:19]([F:21])([F:22])[F:20])=[CH:15][CH:14]=2)[CH:10]=1, predict the reactants needed to synthesize it. The reactants are: [C:1]([C:3]1[CH:4]=[N:5][N:6]2[C:11]([CH3:12])=[CH:10][C:9]([C:13]3[CH:18]=[CH:17][C:16]([C:19]([F:22])([F:21])[F:20])=[CH:15][CH:14]=3)=[N:8][C:7]=12)#[CH:2].Br[C:24]1[CH:25]=[C:26]([S:30]([NH2:33])(=[O:32])=[O:31])[CH:27]=[CH:28][CH:29]=1. (4) Given the product [Br:8][C:5]1[CH:6]=[CH:7][C:2]2[N:3]([CH:10]=[C:11]([C:13]3[CH:18]=[CH:17][C:16]([C:19]([F:22])([F:21])[F:20])=[C:15]([N+:23]([O-:25])=[O:24])[CH:14]=3)[N:1]=2)[CH:4]=1, predict the reactants needed to synthesize it. The reactants are: [NH2:1][C:2]1[CH:7]=[CH:6][C:5]([Br:8])=[CH:4][N:3]=1.Br[CH2:10][C:11]([C:13]1[CH:18]=[CH:17][C:16]([C:19]([F:22])([F:21])[F:20])=[C:15]([N+:23]([O-:25])=[O:24])[CH:14]=1)=O. (5) Given the product [NH2:1][C:2]1[C:11]2[C:6](=[C:7]([C:27]3[CH:26]=[CH:25][CH:24]=[C:23]([S:20]([CH3:19])(=[O:22])=[O:21])[CH:28]=3)[CH:8]=[CH:9][CH:10]=2)[N:5]=[N:4][C:3]=1[C:13]([NH:15][CH2:16][CH2:17][CH3:18])=[O:14], predict the reactants needed to synthesize it. The reactants are: [NH2:1][C:2]1[C:11]2[C:6](=[C:7](Br)[CH:8]=[CH:9][CH:10]=2)[N:5]=[N:4][C:3]=1[C:13]([NH:15][CH2:16][CH2:17][CH3:18])=[O:14].[CH3:19][S:20]([C:23]1[CH:24]=[C:25](B(O)O)[CH:26]=[CH:27][CH:28]=1)(=[O:22])=[O:21]. (6) The reactants are: [CH2:1]([N:3]([CH2:11][CH2:12][N:13]1[CH2:18][CH2:17][O:16][C:15]2[CH:19]=[C:20]([NH:23][C:24]([C:26]3[S:27][CH:28]=[CH:29][CH:30]=3)=[NH:25])[CH:21]=[CH:22][C:14]1=2)C(=O)OC(C)(C)C)[CH3:2].[OH-].[Na+].C(Cl)Cl. Given the product [CH2:1]([NH:3][CH2:11][CH2:12][N:13]1[CH2:18][CH2:17][O:16][C:15]2[CH:19]=[C:20]([NH:23][C:24]([C:26]3[S:27][CH:28]=[CH:29][CH:30]=3)=[NH:25])[CH:21]=[CH:22][C:14]1=2)[CH3:2], predict the reactants needed to synthesize it. (7) Given the product [CH3:42][Si:43]([O:16][C:3]1[C:4]([C:12]([CH3:15])([CH3:14])[CH3:13])=[CH:5][C:6]([C:8]([CH3:11])([CH3:10])[CH3:9])=[CH:7][C:2]=1[P:34]([C:36]1[CH:41]=[CH:40][CH:39]=[CH:38][CH:37]=1)[C:28]1[CH:33]=[CH:32][CH:31]=[CH:30][CH:29]=1)([CH3:45])[CH3:44], predict the reactants needed to synthesize it. The reactants are: Br[C:2]1[CH:7]=[C:6]([C:8]([CH3:11])([CH3:10])[CH3:9])[CH:5]=[C:4]([C:12]([CH3:15])([CH3:14])[CH3:13])[C:3]=1[OH:16].CCCCCC.C([Li])CCC.[C:28]1([P:34]([C:36]2[CH:41]=[CH:40][CH:39]=[CH:38][CH:37]=2)Cl)[CH:33]=[CH:32][CH:31]=[CH:30][CH:29]=1.[CH3:42][Si:43](Cl)([CH3:45])[CH3:44].